From a dataset of NCI-60 drug combinations with 297,098 pairs across 59 cell lines. Regression. Given two drug SMILES strings and cell line genomic features, predict the synergy score measuring deviation from expected non-interaction effect. (1) Drug 2: C1C(C(OC1N2C=NC(=NC2=O)N)CO)O. Drug 1: C1CN(P(=O)(OC1)NCCCl)CCCl. Synergy scores: CSS=-0.0950, Synergy_ZIP=5.17, Synergy_Bliss=6.02, Synergy_Loewe=-9.23, Synergy_HSA=-4.24. Cell line: HOP-92. (2) Drug 1: C1=C(C(=O)NC(=O)N1)N(CCCl)CCCl. Drug 2: N.N.Cl[Pt+2]Cl. Cell line: NCIH23. Synergy scores: CSS=35.0, Synergy_ZIP=-0.731, Synergy_Bliss=-1.53, Synergy_Loewe=-7.54, Synergy_HSA=-2.09. (3) Drug 1: CC1=C(C(CCC1)(C)C)C=CC(=CC=CC(=CC(=O)O)C)C. Drug 2: C(=O)(N)NO. Cell line: UACC62. Synergy scores: CSS=2.16, Synergy_ZIP=-3.25, Synergy_Bliss=-2.10, Synergy_Loewe=-4.05, Synergy_HSA=-1.56. (4) Drug 1: CC1=C(C(=CC=C1)Cl)NC(=O)C2=CN=C(S2)NC3=CC(=NC(=N3)C)N4CCN(CC4)CCO. Drug 2: C(=O)(N)NO. Cell line: SK-MEL-5. Synergy scores: CSS=-5.45, Synergy_ZIP=6.73, Synergy_Bliss=6.49, Synergy_Loewe=1.87, Synergy_HSA=-1.31. (5) Drug 1: CC12CCC3C(C1CCC2=O)CC(=C)C4=CC(=O)C=CC34C. Drug 2: CCC1=CC2CC(C3=C(CN(C2)C1)C4=CC=CC=C4N3)(C5=C(C=C6C(=C5)C78CCN9C7C(C=CC9)(C(C(C8N6C)(C(=O)OC)O)OC(=O)C)CC)OC)C(=O)OC.C(C(C(=O)O)O)(C(=O)O)O. Cell line: HT29. Synergy scores: CSS=63.5, Synergy_ZIP=-1.89, Synergy_Bliss=-4.93, Synergy_Loewe=-9.37, Synergy_HSA=-2.79.